Dataset: Catalyst prediction with 721,799 reactions and 888 catalyst types from USPTO. Task: Predict which catalyst facilitates the given reaction. (1) Reactant: [C:1]([BH3-])#[N:2].[Na+].N[C:6]1[CH:7]=[CH:8][C:9]([N+:15]([O-:17])=[O:16])=[C:10]([CH:14]=1)[C:11]([OH:13])=[O:12].[CH2:18]=O.CO. Product: [CH3:18][N:2]([CH3:1])[C:6]1[CH:7]=[CH:8][C:9]([N+:15]([O-:17])=[O:16])=[C:10]([CH:14]=1)[C:11]([OH:13])=[O:12]. The catalyst class is: 10. (2) Reactant: [NH2:1][C:2]1[N:6]([CH2:7][CH2:8][OH:9])[N:5]=[CH:4][CH:3]=1.N1C=CN=C1.[C:15]([Si:19](Cl)([C:26]1[CH:31]=[CH:30][CH:29]=[CH:28][CH:27]=1)[C:20]1[CH:25]=[CH:24][CH:23]=[CH:22][CH:21]=1)([CH3:18])([CH3:17])[CH3:16]. Product: [Si:19]([O:9][CH2:8][CH2:7][N:6]1[C:2]([NH2:1])=[CH:3][CH:4]=[N:5]1)([C:15]([CH3:18])([CH3:17])[CH3:16])([C:26]1[CH:27]=[CH:28][CH:29]=[CH:30][CH:31]=1)[C:20]1[CH:25]=[CH:24][CH:23]=[CH:22][CH:21]=1. The catalyst class is: 3. (3) Reactant: [OH:1][C:2]1[CH:3]=[C:4]([C:8]2[CH:9]([C:20]3[CH:25]=[CH:24][C:23]([I:26])=[CH:22][CH:21]=3)[O:10][C:11]3[C:16]([C:17]=2[CH3:18])=[CH:15][CH:14]=[CH:13][C:12]=3[OH:19])[CH:5]=[CH:6][CH:7]=1.[O:27]1[CH:32]=[CH:31][CH2:30][CH2:29][CH2:28]1.[C:47]1(C)[CH:48]=[CH:49]C(S([O-])(=[O:40])=[O:40])=[CH:45][CH:46]=1.[NH+]1[CH:49]=[CH:48][CH:47]=[CH:46][CH:45]=1. Product: [I:26][C:23]1[CH:22]=[CH:21][C:20]([CH:9]2[C:8]([C:4]3[CH:5]=[CH:6][CH:7]=[C:2]([O:1][CH:32]4[CH2:31][CH2:30][CH2:29][CH2:28][O:27]4)[CH:3]=3)=[C:17]([CH3:18])[C:16]3[C:11](=[C:12]([O:19][CH:49]4[CH2:48][CH2:47][CH2:46][CH2:45][O:40]4)[CH:13]=[CH:14][CH:15]=3)[O:10]2)=[CH:25][CH:24]=1. The catalyst class is: 4. (4) Reactant: [C:1]([N:4]1[CH2:8][C@@H:7]([SH:9])[C@H:6]([NH:10][S:11]([C:14]2[CH:19]=[CH:18][C:17]([O:20][C:21]3[CH:26]=[CH:25][CH:24]=[CH:23][CH:22]=3)=[CH:16][CH:15]=2)(=[O:13])=[O:12])[CH2:5]1)(=[O:3])[NH2:2].Cl.C(N1C[C@@H](S[C:31]([CH3:34])([CH3:33])[CH3:32])[C@H](NS(C2C=CC(OC3C=CC=CC=3)=CC=2)(=O)=O)C1)(O[C:31]([CH3:34])([CH3:33])[CH3:32])=O.C(N(CC)CC)C. Product: [C:1]([N:4]1[CH2:8][C@@H:7]([S:9][C:31]([CH3:34])([CH3:33])[CH3:32])[C@H:6]([NH:10][S:11]([C:14]2[CH:15]=[CH:16][C:17]([O:20][C:21]3[CH:22]=[CH:23][CH:24]=[CH:25][CH:26]=3)=[CH:18][CH:19]=2)(=[O:13])=[O:12])[CH2:5]1)(=[O:3])[NH2:2]. The catalyst class is: 175.